Task: Predict the reaction yield, written as a fraction of the theoretical maximum amount of product (1.0 means a 100% yield; for example, 0.34 means a 34% yield).. Dataset: Reaction yield outcomes from USPTO patents with 853,638 reactions (1) The reactants are Br[CH2:2][CH2:3][C:4]([C:7]1[CH:12]=[CH:11][C:10]([F:13])=[CH:9][CH:8]=1)([F:6])[F:5].C([O-])([O-])=O.[K+].[K+].[SH:20][C:21]1[N:29]=[CH:28][CH:27]=[CH:26][C:22]=1[C:23]([OH:25])=[O:24].Cl. The catalyst is CN(C=O)C.CCCCCC.CC(=O)OCC.O. The product is [F:5][C:4]([F:6])([C:7]1[CH:12]=[CH:11][C:10]([F:13])=[CH:9][CH:8]=1)[CH2:3][CH2:2][S:20][C:21]1[N:29]=[CH:28][CH:27]=[CH:26][C:22]=1[C:23]([OH:25])=[O:24]. The yield is 0.310. (2) The reactants are [CH3:1][O:2][C:3](=[O:18])[CH:4]([NH:10][C:11]([O:13][C:14]([CH3:17])([CH3:16])[CH3:15])=[O:12])[CH2:5][S:6]([CH3:9])(=O)=O.[Br:19][C:20]1[CH:25]=[CH:24]C(S)=[CH:22][CH:21]=1.C([O-])([O-])=O.[Cs+].[Cs+].Cl. The catalyst is CN(C=O)C.C(OCC)(=O)C. The product is [CH3:1][O:2][C:3](=[O:18])[CH:4]([NH:10][C:11]([O:13][C:14]([CH3:17])([CH3:16])[CH3:15])=[O:12])[CH2:5][S:6][C:9]1[CH:24]=[CH:25][C:20]([Br:19])=[CH:21][CH:22]=1. The yield is 0.760. (3) The reactants are [CH3:1][S:2]([NH:5][C:6]([C:8]1([CH2:11][CH2:12][CH2:13][CH2:14][CH2:15][CH2:16][CH2:17][CH2:18][CH2:19][CH2:20][CH2:21][CH2:22][C:23]2([C:26]([OH:28])=O)[CH2:25][CH2:24]2)[CH2:10][CH2:9]1)=[O:7])(=[O:4])=[O:3].C(Cl)CCl.[Cl-].[NH4+:34]. The catalyst is CN(C=O)C.CN(C1C=CN=CC=1)C.C(Cl)(Cl)Cl. The product is [CH3:1][S:2]([NH:5][C:6]([C:8]1([CH2:11][CH2:12][CH2:13][CH2:14][CH2:15][CH2:16][CH2:17][CH2:18][CH2:19][CH2:20][CH2:21][CH2:22][C:23]2([C:26]([NH2:34])=[O:28])[CH2:25][CH2:24]2)[CH2:10][CH2:9]1)=[O:7])(=[O:4])=[O:3]. The yield is 0.220. (4) The reactants are [H-].[Na+].[NH:3]1[C:11]2[C:6](=[CH:7][CH:8]=[CH:9][CH:10]=2)[CH2:5][CH2:4]1.[CH3:12]I. The catalyst is O1CCCC1.C(O)C. The product is [CH3:12][N:3]1[C:11]2[C:6](=[CH:7][CH:8]=[CH:9][CH:10]=2)[CH2:5][CH2:4]1. The yield is 0.600. (5) The reactants are C[O:2][C:3](=O)[NH:4][C:5]1[CH:10]=[CH:9][CH:8]=[CH:7][C:6]=1[C:11](=[O:16])[NH:12][CH:13]1[CH2:15][CH2:14]1.C[O-].[Na+]. The catalyst is CO. The yield is 0.530. The product is [CH:13]1([N:12]2[C:11](=[O:16])[C:6]3[C:5](=[CH:10][CH:9]=[CH:8][CH:7]=3)[NH:4][C:3]2=[O:2])[CH2:15][CH2:14]1. (6) The reactants are [CH2:1]([N:8]1[CH2:12][CH:11]([N+:13]([O-])=O)[CH:10]([C:16]2[CH:21]=[CH:20][C:19]([Cl:22])=[C:18]([Cl:23])[CH:17]=2)[CH2:9]1)[C:2]1[CH:7]=[CH:6][CH:5]=[CH:4][CH:3]=1.O.O.Cl[Sn]Cl.C([O-])(O)=O.[Na+]. The catalyst is CCOC(C)=O. The product is [CH2:1]([N:8]1[CH2:9][CH:10]([C:16]2[CH:21]=[CH:20][C:19]([Cl:22])=[C:18]([Cl:23])[CH:17]=2)[CH:11]([NH2:13])[CH2:12]1)[C:2]1[CH:3]=[CH:4][CH:5]=[CH:6][CH:7]=1. The yield is 0.540. (7) The reactants are FC(F)(F)S(O[C:7]1[C:12]([CH3:13])=[CH:11][C:10]([C:14]([NH:16][CH2:17][C:18]2[CH:23]=[CH:22][CH:21]=[C:20]([O:24][Si:25]([C:28]([CH3:31])([CH3:30])[CH3:29])([CH3:27])[CH3:26])[CH:19]=2)=[O:15])=[CH:9][C:8]=1[CH3:32])(=O)=O.C1(P(C2C=CC=CC=2)CCCP(C2C=CC=CC=2)C2C=CC=CC=2)C=CC=CC=1.C(N(CC)CC)C.[C]=O.[C:73]([O:76]CC)(=[O:75])C. The catalyst is C(#N)C.O.C([O-])(=O)C.[Pd+2].C([O-])(=O)C. The product is [CH3:13][C:12]1[CH:11]=[C:10]([C:14]([NH:16][CH2:17][C:18]2[CH:23]=[CH:22][CH:21]=[C:20]([O:24][Si:25]([C:28]([CH3:31])([CH3:29])[CH3:30])([CH3:26])[CH3:27])[CH:19]=2)=[O:15])[CH:9]=[C:8]([CH3:32])[C:7]=1[C:73]([OH:76])=[O:75]. The yield is 0.710.